Dataset: Reaction yield outcomes from USPTO patents with 853,638 reactions. Task: Predict the reaction yield, written as a fraction of the theoretical maximum amount of product (1.0 means a 100% yield; for example, 0.34 means a 34% yield). The reactants are [F:1][C:2]1[CH:10]=[CH:9][C:8]([C@@:11]([NH:33][C:34](=O)[C:35]2[CH:40]=[CH:39][C:38]([F:41])=[C:37]([C:42]([F:45])([F:44])[F:43])[CH:36]=2)([C:19]2[CH:24]=[C:23]([O:25][C:26]([F:31])([F:30])[CH:27]([F:29])[F:28])[CH:22]=[C:21]([F:32])[CH:20]=2)[CH2:12][C:13]2[CH:18]=[CH:17][CH:16]=[CH:15][CH:14]=2)=[CH:7][C:3]=1[C:4](O)=[O:5].OC1C2N=NNC=2C=CC=1.CCN=C=NCCCN(C)C.[OH2:68].[NH2:69][NH2:70]. The catalyst is ClCCl. The product is [F:41][C:38]1[CH:39]=[CH:40][C:35]([C:34]([NH:33][C@:11]([C:8]2[CH:9]=[CH:10][C:2]([F:1])=[C:3]([C:4]([NH:69][NH2:70])=[O:5])[CH:7]=2)([C:19]2[CH:24]=[C:23]([O:25][C:26]([F:31])([F:30])[CH:27]([F:28])[F:29])[CH:22]=[C:21]([F:32])[CH:20]=2)[CH2:12][C:13]2[CH:18]=[CH:17][CH:16]=[CH:15][CH:14]=2)=[O:68])=[CH:36][C:37]=1[C:42]([F:45])([F:44])[F:43]. The yield is 0.810.